This data is from NCI-60 drug combinations with 297,098 pairs across 59 cell lines. The task is: Regression. Given two drug SMILES strings and cell line genomic features, predict the synergy score measuring deviation from expected non-interaction effect. (1) Drug 1: C1CN1P(=S)(N2CC2)N3CC3. Drug 2: C1=NC2=C(N=C(N=C2N1C3C(C(C(O3)CO)O)O)F)N. Cell line: ACHN. Synergy scores: CSS=49.2, Synergy_ZIP=-4.44, Synergy_Bliss=-3.75, Synergy_Loewe=-3.61, Synergy_HSA=-0.710. (2) Drug 1: C1=CC(=CC=C1C#N)C(C2=CC=C(C=C2)C#N)N3C=NC=N3. Drug 2: CN(CCCl)CCCl.Cl. Cell line: K-562. Synergy scores: CSS=27.2, Synergy_ZIP=-6.36, Synergy_Bliss=-10.1, Synergy_Loewe=2.08, Synergy_HSA=-5.39. (3) Drug 1: C1CCC(CC1)NC(=O)N(CCCl)N=O. Drug 2: C1C(C(OC1N2C=C(C(=O)NC2=O)F)CO)O. Cell line: SK-MEL-28. Synergy scores: CSS=22.7, Synergy_ZIP=-9.83, Synergy_Bliss=-8.54, Synergy_Loewe=-6.71, Synergy_HSA=-6.35. (4) Drug 1: CC(C1=C(C=CC(=C1Cl)F)Cl)OC2=C(N=CC(=C2)C3=CN(N=C3)C4CCNCC4)N. Drug 2: CC1C(C(CC(O1)OC2CC(CC3=C2C(=C4C(=C3O)C(=O)C5=C(C4=O)C(=CC=C5)OC)O)(C(=O)CO)O)N)O.Cl. Cell line: SK-MEL-5. Synergy scores: CSS=33.6, Synergy_ZIP=-0.392, Synergy_Bliss=-0.986, Synergy_Loewe=-28.5, Synergy_HSA=-3.93. (5) Drug 1: CN1CCC(CC1)COC2=C(C=C3C(=C2)N=CN=C3NC4=C(C=C(C=C4)Br)F)OC. Drug 2: C1=CC(=CC=C1CCC2=CNC3=C2C(=O)NC(=N3)N)C(=O)NC(CCC(=O)O)C(=O)O. Cell line: MDA-MB-231. Synergy scores: CSS=17.7, Synergy_ZIP=-5.11, Synergy_Bliss=1.70, Synergy_Loewe=-0.547, Synergy_HSA=3.92. (6) Drug 1: CN(C)N=NC1=C(NC=N1)C(=O)N. Drug 2: C1CN(P(=O)(OC1)NCCCl)CCCl. Cell line: SK-MEL-2. Synergy scores: CSS=-3.94, Synergy_ZIP=1.96, Synergy_Bliss=-0.0702, Synergy_Loewe=-4.83, Synergy_HSA=-3.70. (7) Drug 1: C1=CC=C(C=C1)NC(=O)CCCCCCC(=O)NO. Drug 2: C1CCC(C(C1)N)N.C(=O)(C(=O)[O-])[O-].[Pt+4]. Cell line: 786-0. Synergy scores: CSS=13.8, Synergy_ZIP=-8.46, Synergy_Bliss=-3.87, Synergy_Loewe=-8.17, Synergy_HSA=-4.61.